This data is from Full USPTO retrosynthesis dataset with 1.9M reactions from patents (1976-2016). The task is: Predict the reactants needed to synthesize the given product. (1) Given the product [CH2:28]([C:30]1[CH:31]=[CH:32][C:33]([F:39])=[C:34]([C:2]2[CH:3]=[N:4][C:5]([N:8]3[C:16]4[C:11](=[CH:12][CH:13]=[C:14]([C:17]([N:19]5[CH2:24][CH2:23][O:22][CH2:21][CH2:20]5)=[O:18])[CH:15]=4)[C:10]([CH:25]([OH:27])[CH3:26])=[N:9]3)=[N:6][CH:7]=2)[CH:35]=1)[CH3:29], predict the reactants needed to synthesize it. The reactants are: Br[C:2]1[CH:3]=[N:4][C:5]([N:8]2[C:16]3[C:11](=[CH:12][CH:13]=[C:14]([C:17]([N:19]4[CH2:24][CH2:23][O:22][CH2:21][CH2:20]4)=[O:18])[CH:15]=3)[C:10]([CH:25]([OH:27])[CH3:26])=[N:9]2)=[N:6][CH:7]=1.[CH2:28]([C:30]1[CH:31]=[CH:32][C:33]([F:39])=[C:34](B(O)O)[CH:35]=1)[CH3:29]. (2) Given the product [C:22]([C:21]1[CH:24]=[CH:25][C:18]([O:17][CH3:16])=[C:19]([S:9]([Cl:12])(=[O:11])=[O:10])[CH:20]=1)#[N:23], predict the reactants needed to synthesize it. The reactants are: C(C1C=CC([S:9]([Cl:12])(=[O:11])=[O:10])=CC=1OCC)#N.[CH3:16][O:17][C:18]1[CH:25]=[CH:24][C:21]([C:22]#[N:23])=[CH:20][C:19]=1[N+]([O-])=O. (3) The reactants are: [Cl:1][C:2]1[CH:3]=[C:4]2[C:9](=[CH:10][CH:11]=1)[NH:8][CH:7]([C:12]1[CH:18]=[CH:17][CH:16]=[CH:15][C:13]=1[NH2:14])[CH2:6][C:5]2([CH3:20])[CH3:19].N1C=CC=CC=1.[CH2:27]([S:29](Cl)(=[O:31])=[O:30])[CH3:28]. Given the product [Cl:1][C:2]1[CH:3]=[C:4]2[C:9](=[CH:10][CH:11]=1)[NH:8][CH:7]([C:12]1[CH:18]=[CH:17][CH:16]=[CH:15][C:13]=1[NH:14][S:29]([CH2:27][CH3:28])(=[O:31])=[O:30])[CH2:6][C:5]2([CH3:20])[CH3:19], predict the reactants needed to synthesize it.